From a dataset of Reaction yield outcomes from USPTO patents with 853,638 reactions. Predict the reaction yield, written as a fraction of the theoretical maximum amount of product (1.0 means a 100% yield; for example, 0.34 means a 34% yield). (1) The reactants are [Br:1][C:2]1[CH:3]=[CH:4][C:5]([C:9]#[C:10][CH2:11][CH2:12][N:13]2[CH2:17][CH2:16][CH2:15][C@H:14]2[CH3:18])=[C:6]([NH2:8])[CH:7]=1.Cl.[N:20]([O-])=O.[Na+].[OH2:24]. No catalyst specified. The product is [Br:1][C:2]1[CH:7]=[C:6]2[C:5]([C:9]([OH:24])=[C:10]([CH2:11][CH2:12][N:13]3[CH2:17][CH2:16][CH2:15][C@H:14]3[CH3:18])[N:20]=[N:8]2)=[CH:4][CH:3]=1. The yield is 0.470. (2) The reactants are Br[C:2]1[CH:8]=[CH:7][C:5]([NH2:6])=[C:4]([N+:9]([O-:11])=[O:10])[CH:3]=1.[B:12]1([B:12]2[O:16][C:15]([CH3:18])([CH3:17])[C:14]([CH3:20])([CH3:19])[O:13]2)[O:16][C:15]([CH3:18])([CH3:17])[C:14]([CH3:20])([CH3:19])[O:13]1.C([O-])(=O)C.[K+]. The catalyst is CN(C=O)C.C([O-])(=O)C.[Pd+2].C([O-])(=O)C. The product is [N+:9]([C:4]1[CH:3]=[C:2]([B:12]2[O:16][C:15]([CH3:18])([CH3:17])[C:14]([CH3:20])([CH3:19])[O:13]2)[CH:8]=[CH:7][C:5]=1[NH2:6])([O-:11])=[O:10]. The yield is 0.920. (3) The reactants are [Br:1][C:2]1[CH:20]=[C:19]([O:21][CH3:22])[CH:18]=[CH:17][C:3]=1[O:4]/[C:5](=[CH:11]\[C:12]([O:14]CC)=[O:13])/[C:6]([O:8]CC)=[O:7].[OH-].[Na+]. The catalyst is C(O)C.O. The product is [Br:1][C:2]1[CH:20]=[C:19]([O:21][CH3:22])[CH:18]=[CH:17][C:3]=1[O:4]/[C:5](=[CH:11]\[C:12]([OH:14])=[O:13])/[C:6]([OH:8])=[O:7]. The yield is 0.880. (4) The reactants are [CH3:1][C:2]1[CH:3]=[CH:4][C:5]([N:9]2[N:32]=[C:31]([CH3:33])/[C:12](=[N:13]/[NH:14][C:15]3[CH:16]=[CH:17][CH:18]=[C:19]([C:22]4[CH:23]=[CH:24][CH:25]=[C:26]([C:28]([OH:30])=[O:29])[CH:27]=4)[C:20]=3[OH:21])/[C:10]2=[O:11])=[CH:6][C:7]=1[CH3:8].O.[CH2:35]([CH2:37][NH2:38])[OH:36]. The catalyst is C1COCC1. The product is [CH3:1][C:2]1[CH:3]=[CH:4][C:5]([N:9]2[N:32]=[C:31]([CH3:33])/[C:12](=[N:13]/[NH:14][C:15]3[CH:16]=[CH:17][CH:18]=[C:19]([C:22]4[CH:23]=[CH:24][CH:25]=[C:26]([C:28]([OH:30])=[O:29])[CH:27]=4)[C:20]=3[OH:21])/[C:10]2=[O:11])=[CH:6][C:7]=1[CH3:8].[CH2:35]([CH2:37][NH2:38])[OH:36]. The yield is 0.960. (5) The reactants are [O:1]=[C:2]1[C:10]2[C:5](=[CH:6][CH:7]=[CH:8][CH:9]=2)[C:4](=[O:11])[N:3]1[CH2:12][C:13]([OH:15])=O.[CH3:16][C:17]1(C)[O:22]C(=O)[CH2:20][C:19](=O)[O:18]1.C1CCC(N=C=NC2CCCCC2)CC1. The catalyst is CN(C)C1C=CN=CC=1.ClCCl. The product is [O:11]=[C:4]1[C:5]2[C:10](=[CH:9][CH:8]=[CH:7][CH:6]=2)[C:2](=[O:1])[N:3]1[CH2:12][C:13](=[O:15])[CH2:16][C:17]([O:18][CH2:19][CH3:20])=[O:22]. The yield is 0.850.